This data is from Full USPTO retrosynthesis dataset with 1.9M reactions from patents (1976-2016). The task is: Predict the reactants needed to synthesize the given product. (1) Given the product [CH2:1]([O:8][C@@H:9]1[C@@H:18]([O:19][CH2:20][C:21]2[CH:26]=[CH:25][CH:24]=[CH:23][CH:22]=2)[C@H:17]([O:27][C@@H:28]2[O:57][C@H:56]([CH2:58][O:69][CH3:70])[C@@H:47]([O:48][CH2:49][C:50]3[CH:55]=[CH:54][CH:53]=[CH:52][CH:51]=3)[C@H:38]([O:39][CH2:40][C:41]3[CH:46]=[CH:45][CH:44]=[CH:43][CH:42]=3)[C@H:29]2[O:30][CH2:31][C:32]2[CH:37]=[CH:36][CH:35]=[CH:34][CH:33]=2)[C@@H:16]([CH2:60][O:61][CH2:62][C:63]2[CH:68]=[CH:67][CH:66]=[CH:65][CH:64]=2)[O:15][CH:10]1[O:11][CH2:12][CH:13]=[CH2:14])[C:2]1[CH:7]=[CH:6][CH:5]=[CH:4][CH:3]=1, predict the reactants needed to synthesize it. The reactants are: [CH2:1]([O:8][C@@H:9]1[C@@H:18]([O:19][CH2:20][C:21]2[CH:26]=[CH:25][CH:24]=[CH:23][CH:22]=2)[C@H:17]([O:27][C@@H:28]2[O:57][C@H:56]([CH2:58]F)[C@@H:47]([O:48][CH2:49][C:50]3[CH:55]=[CH:54][CH:53]=[CH:52][CH:51]=3)[C@H:38]([O:39][CH2:40][C:41]3[CH:46]=[CH:45][CH:44]=[CH:43][CH:42]=3)[C@H:29]2[O:30][CH2:31][C:32]2[CH:37]=[CH:36][CH:35]=[CH:34][CH:33]=2)[C@@H:16]([CH2:60][O:61][CH2:62][C:63]2[CH:68]=[CH:67][CH:66]=[CH:65][CH:64]=2)[O:15][C@@H:10]1[O:11][CH2:12][CH:13]=[CH2:14])[C:2]1[CH:7]=[CH:6][CH:5]=[CH:4][CH:3]=1.[O:69]1CCC[CH2:70]1. (2) Given the product [Br-:1].[CH:40]1([C:45]([OH:55])([C:49]2[CH:50]=[CH:51][CH:52]=[CH:53][CH:54]=2)[C:46]([O:21][C@@H:22]2[CH:27]3[CH2:28][CH2:29][N+:24]([CH2:30][C:31](=[O:39])[NH:32][C:33]4[CH:38]=[N:37][CH:36]=[CH:35][N:34]=4)([CH2:25][CH2:26]3)[CH2:23]2)=[O:47])[CH2:44][CH2:43][CH2:42][CH2:41]1, predict the reactants needed to synthesize it. The reactants are: [Br-:1].O[C@@H]1C2CC[N+](CC(=O)NC3C=CON=3)(CC2)C1.[Br-].[OH:21][C@@H:22]1[CH:27]2[CH2:28][CH2:29][N+:24]([CH2:30][C:31](=[O:39])[NH:32][C:33]3[CH:38]=[N:37][CH:36]=[CH:35][N:34]=3)([CH2:25][CH2:26]2)[CH2:23]1.[CH:40]1([C:45]([OH:55])([C:49]2[CH:54]=[CH:53][CH:52]=[CH:51][CH:50]=2)[C:46](O)=[O:47])[CH2:44][CH2:43][CH2:42][CH2:41]1. (3) The reactants are: Br[C:2]1[CH:10]=[C:6]([C:7](O)=[O:8])[C:5]([OH:11])=[C:4]([N+]([O-])=O)[CH:3]=1.S(Cl)(Cl)=O.[CH3:19][NH:20][CH3:21].C1COCC1.S(=O)(=O)(O)O. Given the product [OH:11][C:5]1[CH:4]=[CH:3][CH:2]=[CH:10][C:6]=1[C:7]([N:20]([CH3:21])[CH3:19])=[O:8], predict the reactants needed to synthesize it. (4) Given the product [F:56][C:51]1[CH:52]=[CH:53][CH:54]=[CH:55][C:50]=1[C:47]1[CH:46]=[N:45][C:44]([N:60]2[C:61]3[C:66](=[CH:65][CH:64]=[C:63]([C:67]([N:69]4[CH2:74][CH2:73][O:72][CH2:71][CH2:70]4)=[O:68])[CH:62]=3)[C:58]([CH3:57])=[CH:59]2)=[N:49][CH:48]=1, predict the reactants needed to synthesize it. The reactants are: CC1(C)C2C(=C(P(C3C=CC=CC=3)C3C=CC=CC=3)C=CC=2)OC2C(P(C3C=CC=CC=3)C3C=CC=CC=3)=CC=CC1=2.Cl[C:44]1[N:49]=[CH:48][C:47]([C:50]2[CH:55]=[CH:54][CH:53]=[CH:52][C:51]=2[F:56])=[CH:46][N:45]=1.[CH3:57][C:58]1[C:66]2[C:61](=[CH:62][C:63]([C:67]([N:69]3[CH2:74][CH2:73][O:72][CH2:71][CH2:70]3)=[O:68])=[CH:64][CH:65]=2)[NH:60][CH:59]=1.C(=O)([O-])[O-].[Cs+].[Cs+]. (5) Given the product [CH3:27][N:2]([CH3:1])[S:3]([N:6]1[CH:10]=[C:9]([CH:11]([O:19][CH3:30])[CH2:12][C:13]2[CH:14]=[CH:15][CH:16]=[CH:17][CH:18]=2)[N:8]=[C:7]1[Si:20]([C:23]([CH3:24])([CH3:26])[CH3:25])([CH3:21])[CH3:22])(=[O:4])=[O:5], predict the reactants needed to synthesize it. The reactants are: [CH3:1][N:2]([CH3:27])[S:3]([N:6]1[CH:10]=[C:9]([CH:11]([OH:19])[CH2:12][C:13]2[CH:18]=[CH:17][CH:16]=[CH:15][CH:14]=2)[N:8]=[C:7]1[Si:20]([C:23]([CH3:26])([CH3:25])[CH3:24])([CH3:22])[CH3:21])(=[O:5])=[O:4].[H-].[Na+].[CH3:30]I.